The task is: Regression. Given two drug SMILES strings and cell line genomic features, predict the synergy score measuring deviation from expected non-interaction effect.. This data is from Merck oncology drug combination screen with 23,052 pairs across 39 cell lines. (1) Drug 1: CCC1=CC2CN(C1)Cc1c([nH]c3ccccc13)C(C(=O)OC)(c1cc3c(cc1OC)N(C)C1C(O)(C(=O)OC)C(OC(C)=O)C4(CC)C=CCN5CCC31C54)C2. Drug 2: Cn1cc(-c2cnn3c(N)c(Br)c(C4CCCNC4)nc23)cn1. Cell line: MSTO. Synergy scores: synergy=12.6. (2) Drug 1: CS(=O)(=O)CCNCc1ccc(-c2ccc3ncnc(Nc4ccc(OCc5cccc(F)c5)c(Cl)c4)c3c2)o1. Drug 2: Cn1cc(-c2cnn3c(N)c(Br)c(C4CCCNC4)nc23)cn1. Cell line: UWB1289BRCA1. Synergy scores: synergy=-19.2. (3) Drug 1: O=C(NOCC(O)CO)c1ccc(F)c(F)c1Nc1ccc(I)cc1F. Drug 2: Cc1nc(Nc2ncc(C(=O)Nc3c(C)cccc3Cl)s2)cc(N2CCN(CCO)CC2)n1. Cell line: UACC62. Synergy scores: synergy=-1.79. (4) Drug 1: CCC1(O)CC2CN(CCc3c([nH]c4ccccc34)C(C(=O)OC)(c3cc4c(cc3OC)N(C)C3C(O)(C(=O)OC)C(OC(C)=O)C5(CC)C=CCN6CCC43C65)C2)C1. Drug 2: NC1(c2ccc(-c3nc4ccn5c(=O)[nH]nc5c4cc3-c3ccccc3)cc2)CCC1. Cell line: LNCAP. Synergy scores: synergy=-8.85. (5) Drug 1: CS(=O)(=O)CCNCc1ccc(-c2ccc3ncnc(Nc4ccc(OCc5cccc(F)c5)c(Cl)c4)c3c2)o1. Drug 2: O=C(O)C1(Cc2cccc(Nc3nccs3)n2)CCC(Oc2cccc(Cl)c2F)CC1. Cell line: PA1. Synergy scores: synergy=18.9. (6) Drug 1: CCN(CC)CCNC(=O)c1c(C)[nH]c(C=C2C(=O)Nc3ccc(F)cc32)c1C. Drug 2: CS(=O)(=O)CCNCc1ccc(-c2ccc3ncnc(Nc4ccc(OCc5cccc(F)c5)c(Cl)c4)c3c2)o1. Cell line: DLD1. Synergy scores: synergy=28.9. (7) Drug 1: NC(=O)c1cccc2cn(-c3ccc(C4CCCNC4)cc3)nc12. Drug 2: CNC(=O)c1cc(Oc2ccc(NC(=O)Nc3ccc(Cl)c(C(F)(F)F)c3)cc2)ccn1. Cell line: A2058. Synergy scores: synergy=-11.7. (8) Drug 1: CN(C)C(=N)N=C(N)N. Drug 2: CS(=O)(=O)CCNCc1ccc(-c2ccc3ncnc(Nc4ccc(OCc5cccc(F)c5)c(Cl)c4)c3c2)o1. Cell line: OV90. Synergy scores: synergy=-13.9. (9) Drug 1: C#Cc1cccc(Nc2ncnc3cc(OCCOC)c(OCCOC)cc23)c1. Drug 2: CNC(=O)c1cc(Oc2ccc(NC(=O)Nc3ccc(Cl)c(C(F)(F)F)c3)cc2)ccn1. Cell line: ES2. Synergy scores: synergy=2.58. (10) Drug 1: COC12C(COC(N)=O)C3=C(C(=O)C(C)=C(N)C3=O)N1CC1NC12. Drug 2: COC1CC2CCC(C)C(O)(O2)C(=O)C(=O)N2CCCCC2C(=O)OC(C(C)CC2CCC(OP(C)(C)=O)C(OC)C2)CC(=O)C(C)C=C(C)C(O)C(OC)C(=O)C(C)CC(C)C=CC=CC=C1C. Cell line: KPL1. Synergy scores: synergy=50.3.